This data is from Reaction yield outcomes from USPTO patents with 853,638 reactions. The task is: Predict the reaction yield, written as a fraction of the theoretical maximum amount of product (1.0 means a 100% yield; for example, 0.34 means a 34% yield). (1) The reactants are [CH3:1][N:2]1[CH2:15][CH2:14][C:5]2[NH:6][C:7]3[CH:8]=[CH:9][C:10]([CH3:13])=[CH:11][C:12]=3[C:4]=2[CH2:3]1.C(=O)([O-])[O-].[K+].[K+].N1C2C(=CC=C3C=2N=CC=C3)C=CC=1.Br[C:37]#[C:38][Si:39]([CH:46]([CH3:48])[CH3:47])([CH:43]([CH3:45])[CH3:44])[CH:40]([CH3:42])[CH3:41]. The catalyst is C1(C)C=CC=CC=1.O.S([O-])([O-])(=O)=O.[Cu+2]. The product is [CH3:1][N:2]1[CH2:15][CH2:14][C:5]2[N:6]([C:37]#[C:38][Si:39]([CH:40]([CH3:42])[CH3:41])([CH:46]([CH3:48])[CH3:47])[CH:43]([CH3:45])[CH3:44])[C:7]3[CH:8]=[CH:9][C:10]([CH3:13])=[CH:11][C:12]=3[C:4]=2[CH2:3]1. The yield is 0.500. (2) The reactants are [SH:1][C:2]1[CH:11]=[CH:10][C:5]([C:6]([O:8][CH3:9])=[O:7])=[CH:4][CH:3]=1.C(=O)([O-])[O-].[K+].[K+].I[CH:19]1[CH2:23][CH2:22][O:21][CH2:20]1. The catalyst is CN(C=O)C.C(Cl)Cl. The product is [O:21]1[CH2:22][CH2:23][CH:19]([S:1][C:2]2[CH:3]=[CH:4][C:5]([C:6]([O:8][CH3:9])=[O:7])=[CH:10][CH:11]=2)[CH2:20]1. The yield is 0.860. (3) The yield is 0.990. The catalyst is CN(C)C=O.C(OCC)(=O)C. The reactants are [Cl:1][C:2]1[CH:9]=[C:6]([CH:7]=[O:8])[C:5]([OH:10])=[CH:4][CH:3]=1.C([O-])([O-])=O.[K+].[K+].Br[CH2:18][CH2:19][O:20][Si:21]([C:24]([CH3:27])([CH3:26])[CH3:25])([CH3:23])[CH3:22]. The product is [C:24]([Si:21]([CH3:23])([CH3:22])[O:20][CH2:19][CH2:18][O:10][C:5]1[CH:4]=[CH:3][C:2]([Cl:1])=[CH:9][C:6]=1[CH:7]=[O:8])([CH3:27])([CH3:26])[CH3:25]. (4) The reactants are [N+:1]([C:4]1[CH:9]=[CH:8][C:7]([NH2:10])=[CH:6][CH:5]=1)([O-:3])=[O:2].[Br:11]Br. The catalyst is CC(O)=O. The product is [Br:11][C:8]1[CH:9]=[C:4]([N+:1]([O-:3])=[O:2])[CH:5]=[CH:6][C:7]=1[NH2:10]. The yield is 0.720. (5) The reactants are Br[C:2]1[C:10]2[C:5](=[N:6][CH:7]=[C:8]([C:11]([F:14])([F:13])[F:12])[CH:9]=2)[N:4]([S:15]([C:18]2[CH:24]=[CH:23][C:21]([CH3:22])=[CH:20][CH:19]=2)(=[O:17])=[O:16])[CH:3]=1.[B:25]1([B:25]2[O:29][C:28]([CH3:31])([CH3:30])[C:27]([CH3:33])([CH3:32])[O:26]2)[O:29][C:28]([CH3:31])([CH3:30])[C:27]([CH3:33])([CH3:32])[O:26]1.C([O-])(=O)C.[K+]. The catalyst is O1CCOCC1. The product is [F:12][C:11]([F:14])([F:13])[C:8]1[CH:9]=[C:10]2[C:2]([B:25]3[O:29][C:28]([CH3:31])([CH3:30])[C:27]([CH3:33])([CH3:32])[O:26]3)=[CH:3][N:4]([S:15]([C:18]3[CH:24]=[CH:23][C:21]([CH3:22])=[CH:20][CH:19]=3)(=[O:17])=[O:16])[C:5]2=[N:6][CH:7]=1. The yield is 0.800. (6) The reactants are [NH2:1][C:2]1[CH:7]=[C:6]([Cl:8])[N:5]=[C:4]([C:9]([O:11][CH3:12])=[O:10])[C:3]=1[O:13][CH3:14].S(Cl)([Cl:18])(=O)=O.C(=O)(O)[O-].[Na+].[Na+].[Cl-]. The catalyst is CC#N.CCOC(C)=O. The product is [NH2:1][C:2]1[C:7]([Cl:18])=[C:6]([Cl:8])[N:5]=[C:4]([C:9]([O:11][CH3:12])=[O:10])[C:3]=1[O:13][CH3:14]. The yield is 0.800. (7) The reactants are [CH2:1]([C:3]1([C:28]([OH:30])=O)[CH2:8][CH2:7][C:6]2[C:9]3[C:14]([NH:15][C:16]4[CH:17]=[C:18]5[C:22](=[CH:23][C:24]=4[O:25][CH3:26])[NH:21][N:20]=[CH:19]5)=[N:13][CH:12]=[N:11][C:10]=3[S:27][C:5]=2[CH2:4]1)[CH3:2].[CH2:31]([N:33](C(C)C)[CH:34](C)C)C.CNC.F[P-](F)(F)(F)(F)F.CN(C(=[N+](C)C)ON1C2=NC=CC=C2N=N1)C. The catalyst is CN(C)C(=O)C. The product is [CH2:1]([C:3]1([C:28]([N:33]([CH3:34])[CH3:31])=[O:30])[CH2:8][CH2:7][C:6]2[C:9]3[C:14]([NH:15][C:16]4[CH:17]=[C:18]5[C:22](=[CH:23][C:24]=4[O:25][CH3:26])[NH:21][N:20]=[CH:19]5)=[N:13][CH:12]=[N:11][C:10]=3[S:27][C:5]=2[CH2:4]1)[CH3:2]. The yield is 0.460. (8) The reactants are F[C:2]1[CH:10]=[CH:9][C:8]([S:11]([CH3:14])(=[O:13])=[O:12])=[CH:7][C:3]=1[C:4]([OH:6])=[O:5].C(=O)([O-])[O-].[Cs+].[Cs+].[CH3:21][CH:22]([CH3:25])[CH2:23][SH:24].Cl. The product is [CH2:23]([S:24][C:2]1[CH:10]=[CH:9][C:8]([S:11]([CH3:14])(=[O:13])=[O:12])=[CH:7][C:3]=1[C:4]([OH:6])=[O:5])[CH:22]([CH3:25])[CH3:21]. The catalyst is CN(C)C=O. The yield is 0.990. (9) The reactants are [CH3:1][O:2][C:3]([O:8][CH3:9])([CH3:7])[C:4](=[O:6])[CH3:5].CO[CH:12](OC)[N:13]([CH3:15])[CH3:14]. The catalyst is CO. The product is [CH3:12][N:13]([CH3:15])[CH:14]=[CH:5][C:4](=[O:6])[C:3]([O:8][CH3:9])([O:2][CH3:1])[CH3:7]. The yield is 0.900. (10) The yield is 0.820. No catalyst specified. The product is [Cl:1][C:2]1[CH:3]=[C:4]([F:18])[C:5]([O:15][CH2:16][CH3:17])=[C:6]2[C:10]=1[NH:9][CH:8]=[C:7]2[CH2:11][C:12]([O:14][CH3:23])=[O:13]. The reactants are [Cl:1][C:2]1[CH:3]=[C:4]([F:18])[C:5]([O:15][CH2:16][CH3:17])=[C:6]2[C:10]=1[NH:9][CH:8]=[C:7]2[CH2:11][C:12]([OH:14])=[O:13].O=S(Cl)Cl.[CH3:23]O.